From a dataset of Forward reaction prediction with 1.9M reactions from USPTO patents (1976-2016). Predict the product of the given reaction. (1) Given the reactants [C:1]([C:5]1[CH:6]=[CH:7][C:8]([OH:13])=[C:9]([CH:12]=1)[CH:10]=O)([CH3:4])([CH3:3])[CH3:2].Cl.Cl[CH2:16][C:17]1[CH:22]=[CH:21][N:20]=[CH:19][CH:18]=1.C(=O)([O-])[O-].[K+].[K+].[I-].[K+], predict the reaction product. The product is: [C:1]([C:5]1[CH:6]=[CH:7][C:8]2[O:13][C:16]([C:17]3[CH:22]=[CH:21][N:20]=[CH:19][CH:18]=3)=[CH:10][C:9]=2[CH:12]=1)([CH3:4])([CH3:3])[CH3:2]. (2) Given the reactants [C:1]([C@@H:3]1[CH2:8][C@H:7]2[C@H:5]([CH2:6]2)[N:4]1[C:9](=[O:33])[C@@H:10]([NH:22]C(=O)OCC1C=CC=CC=1)[C:11]12[CH2:20][CH:15]3[CH2:16][CH:17]([CH2:19][C:13]([OH:21])([CH2:14]3)[CH2:12]1)[CH2:18]2)#[N:2], predict the reaction product. The product is: [CH2:8]1[C@@H:3]([C:1]#[N:2])[N:4]([C:9]([C@@H:10]([NH2:22])[C:11]23[CH2:12][C:13]4([OH:21])[CH2:19][CH:17]([CH2:16][CH:15]([CH2:14]4)[CH2:20]2)[CH2:18]3)=[O:33])[C@@H:5]2[C@H:7]1[CH2:6]2. (3) Given the reactants Br[C:2]1[C:3]([F:10])=[C:4]([NH2:9])[CH:5]=[CH:6][C:7]=1[F:8].[CH2:11](B(CC)[C:14]1[CH:15]=[N:16][CH:17]=[CH:18][CH:19]=1)C.[C:22](=[O:25])([O-])[O-:23].[K+].[K+], predict the reaction product. The product is: [CH3:2][CH2:7][O:23][C:22]([CH3:11])=[O:25].[CH3:17][CH2:18][CH2:19][CH:14]([CH3:15])[CH3:2].[F:10][C:3]1[C:2]([C:14]2[CH:15]=[N:16][CH:17]=[CH:18][CH:19]=2)=[C:7]([F:8])[CH:6]=[CH:5][C:4]=1[NH2:9].